This data is from Forward reaction prediction with 1.9M reactions from USPTO patents (1976-2016). The task is: Predict the product of the given reaction. (1) Given the reactants [C:1]([C:3]1[CH:8]=[CH:7][C:6]([C:9]2([O:12][CH:13]([CH3:15])[CH3:14])[CH2:11][CH2:10]2)=[CH:5][C:4]=1C)#[CH:2].[CH3:17][O:18][C:19](=[O:28])[CH2:20][C:21]1[CH:26]=[CH:25][C:24](I)=[CH:23][CH:22]=1.[CH2:29](N(CC)CC)C, predict the reaction product. The product is: [CH:13]([O:12][C:9]1([C:6]2[CH:5]=[CH:4][C:3]([C:1]#[C:2][C:24]3[CH:25]=[CH:26][C:21]([CH2:20][C:19]([O:18][CH3:17])=[O:28])=[CH:22][CH:23]=3)=[CH:8][C:7]=2[CH3:29])[CH2:10][CH2:11]1)([CH3:14])[CH3:15]. (2) Given the reactants [CH3:1][C:2]1[CH:7]=[C:6]([CH3:8])[CH:5]=[CH:4][C:3]=1[C:9]1[CH:17]=[CH:16][CH:15]=[C:14]2[C:10]=1[C:11](=[O:19])[N:12]([CH3:18])[NH:13]2.[H-].[Na+].Br[CH:23]([CH2:26][CH3:27])[CH2:24][CH3:25], predict the reaction product. The product is: [CH3:1][C:2]1[CH:7]=[C:6]([CH3:8])[CH:5]=[CH:4][C:3]=1[C:9]1[CH:17]=[CH:16][CH:15]=[C:14]2[C:10]=1[C:11](=[O:19])[N:12]([CH3:18])[N:13]2[CH:23]([CH2:26][CH3:27])[CH2:24][CH3:25]. (3) The product is: [CH3:22][N:23]([CH3:37])[C:24]1[CH:29]=[CH:28][C:27]([NH:30][C:31]2[N:33]=[C:5]([C:7]3[C:8]([CH3:16])=[C:9]([C:14]#[N:15])[N:10]([CH3:13])[C:11]=3[CH3:12])[CH:4]=[CH:3][N:32]=2)=[CH:26][C:25]=1[N+:34]([O-:36])=[O:35]. Given the reactants CN(C)[CH:3]=[CH:4][C:5]([C:7]1[C:8]([CH3:16])=[C:9]([C:14]#[N:15])[N:10]([CH3:13])[C:11]=1[CH3:12])=O.[N+]([O-])(O)=O.[CH3:22][N:23]([CH3:37])[C:24]1[CH:29]=[CH:28][C:27]([NH:30][C:31]([NH2:33])=[NH:32])=[CH:26][C:25]=1[N+:34]([O-:36])=[O:35].C(=O)([O-])[O-].[K+].[K+], predict the reaction product. (4) Given the reactants N1C=CC=CC=1.[F:7][CH:8]([F:20])[O:9][C:10]1[CH:19]=[CH:18][C:13]([C:14]([NH:16][NH2:17])=O)=[CH:12][CH:11]=1.CS[C:23]([N:26]1[CH2:31][CH2:30][O:29][CH2:28][CH:27]1[C:32]1[CH:36]=[C:35]([C:37]2[CH:42]=[CH:41][CH:40]=[C:39]([Cl:43])[CH:38]=2)[O:34][N:33]=1)=[N:24][CH3:25], predict the reaction product. The product is: [Cl:43][C:39]1[CH:38]=[C:37]([C:35]2[O:34][N:33]=[C:32]([CH:27]3[CH2:28][O:29][CH2:30][CH2:31][N:26]3[C:23]3[N:24]([CH3:25])[C:14]([C:13]4[CH:18]=[CH:19][C:10]([O:9][CH:8]([F:20])[F:7])=[CH:11][CH:12]=4)=[N:16][N:17]=3)[CH:36]=2)[CH:42]=[CH:41][CH:40]=1. (5) Given the reactants [CH3:1][N:2]1[CH:6]=[C:5]([C:7]2[N:11]([C:12]3[CH:13]=[N:14][C:15]([CH3:18])=[CH:16][CH:17]=3)[N:10]=[C:9]([C:19]([O:21]CC)=[O:20])[CH:8]=2)[N:4]=[CH:3]1.O.[OH-].[Li+], predict the reaction product. The product is: [CH3:1][N:2]1[CH:6]=[C:5]([C:7]2[N:11]([C:12]3[CH:13]=[N:14][C:15]([CH3:18])=[CH:16][CH:17]=3)[N:10]=[C:9]([C:19]([OH:21])=[O:20])[CH:8]=2)[N:4]=[CH:3]1. (6) Given the reactants [CH3:1][C:2]1[CH:7]=[CH:6][C:5]([C:8]2O[C:10]([CH3:13])=[N:11][N:12]=2)=[CH:4][C:3]=1[OH:14].[CH3:15][O:16][C:17]1[CH:24]=[CH:23][C:20]([CH2:21][NH2:22])=[CH:19][CH:18]=1, predict the reaction product. The product is: [CH3:15][O:16][C:17]1[CH:24]=[CH:23][C:20]([CH2:21][N:22]2[C:10]([CH3:13])=[N:11][N:12]=[C:8]2[C:5]2[CH:6]=[CH:7][C:2]([CH3:1])=[C:3]([OH:14])[CH:4]=2)=[CH:19][CH:18]=1. (7) Given the reactants C([N:8]([C:16]1[CH:21]=[CH:20][C:19]([CH2:22][CH2:23][CH:24]([CH2:29][CH2:30][CH2:31][C:32]2[CH:37]=[CH:36][CH:35]=[CH:34][CH:33]=2)[C:25]([O:27][CH3:28])=[O:26])=[CH:18][CH:17]=1)CC1C=CC=CC=1)C1C=CC=CC=1, predict the reaction product. The product is: [NH2:8][C:16]1[CH:17]=[CH:18][C:19]([CH2:22][CH2:23][CH:24]([CH2:29][CH2:30][CH2:31][C:32]2[CH:33]=[CH:34][CH:35]=[CH:36][CH:37]=2)[C:25]([O:27][CH3:28])=[O:26])=[CH:20][CH:21]=1.